This data is from Full USPTO retrosynthesis dataset with 1.9M reactions from patents (1976-2016). The task is: Predict the reactants needed to synthesize the given product. (1) Given the product [CH2:35]([O:28][C:27](=[O:29])[C:26]1[CH:30]=[CH:31][C:23]([NH:22][C:20]([C:17]2[CH:18]=[C:19]3[C:14]([CH2:13][CH2:12][N:11]3[S:8]([C:4]3[CH:5]=[CH:6][CH:7]=[C:2]([F:1])[CH:3]=3)(=[O:10])=[O:9])=[C:15]([O:32][CH3:33])[CH:16]=2)=[O:21])=[CH:24][CH:25]=1)[CH3:40], predict the reactants needed to synthesize it. The reactants are: [F:1][C:2]1[CH:3]=[C:4]([S:8]([N:11]2[C:19]3[C:14](=[C:15]([O:32][CH3:33])[CH:16]=[C:17]([C:20]([NH:22][C:23]4[CH:31]=[CH:30][C:26]([C:27]([OH:29])=[O:28])=[CH:25][CH:24]=4)=[O:21])[CH:18]=3)[CH2:13][CH2:12]2)(=[O:10])=[O:9])[CH:5]=[CH:6][CH:7]=1.F[C:35]1C=C(S(Cl)(=O)=O)C=C[CH:40]=1. (2) Given the product [Cl:16][C:17]1[CH:22]=[C:21]([O:23][C:2]2[C:11]3[C:6](=[CH:7][C:8]([O:14][CH3:15])=[C:9]([O:12][CH3:13])[CH:10]=3)[N:5]=[CH:4][CH:3]=2)[C:20]([OH:24])=[N:19][CH:18]=1, predict the reactants needed to synthesize it. The reactants are: Cl[C:2]1[C:11]2[C:6](=[CH:7][C:8]([O:14][CH3:15])=[C:9]([O:12][CH3:13])[CH:10]=2)[N:5]=[CH:4][CH:3]=1.[Cl:16][C:17]1[CH:18]=[N:19][C:20]([OH:24])=[C:21]([OH:23])[CH:22]=1.O. (3) Given the product [NH2:24][C:19]1[N:20]=[C:21]([CH3:23])[N:22]=[C:17]([C:4]2[CH:3]=[C:2]([C:46]3[CH:47]=[N:48][CH:49]=[C:44]([F:43])[CH:45]=3)[CH:7]=[N:6][C:5]=2[NH:8][C:9]2[CH:10]=[N:11][C:12]([O:15][CH3:16])=[CH:13][CH:14]=2)[N:18]=1, predict the reactants needed to synthesize it. The reactants are: Cl[C:2]1[CH:3]=[C:4]([C:17]2[N:22]=[C:21]([CH3:23])[N:20]=[C:19]([N:24](CC3C=CC(OC)=CC=3)CC3C=CC(OC)=CC=3)[N:18]=2)[C:5]([NH:8][C:9]2[CH:10]=[N:11][C:12]([O:15][CH3:16])=[CH:13][CH:14]=2)=[N:6][CH:7]=1.[F:43][C:44]1[CH:45]=[C:46](B(O)O)[CH:47]=[N:48][CH:49]=1.